This data is from Reaction yield outcomes from USPTO patents with 853,638 reactions. The task is: Predict the reaction yield, written as a fraction of the theoretical maximum amount of product (1.0 means a 100% yield; for example, 0.34 means a 34% yield). (1) The reactants are [NH:1]1[CH:5]=[C:4]([C:6]2[CH:11]=[CH:10][N:9]=[C:8]3[N:12]([CH2:15][O:16][CH2:17][CH2:18][Si:19]([CH3:22])([CH3:21])[CH3:20])[CH:13]=[CH:14][C:7]=23)[CH:3]=[N:2]1.[C:23]([C:25]1[CH:26]=[C:27](B(O)O)[CH:28]=[CH:29][CH:30]=1)#[N:24].CN(C=O)C.N1C=CC=CC=1. The catalyst is C(OCC)(=O)C.C([O-])(=O)C.C([O-])(=O)C.[Cu+2]. The product is [CH3:20][Si:19]([CH3:22])([CH3:21])[CH2:18][CH2:17][O:16][CH2:15][N:12]1[C:8]2=[N:9][CH:10]=[CH:11][C:6]([C:4]3[CH:5]=[N:1][N:2]([C:29]4[CH:30]=[C:25]([CH:26]=[CH:27][CH:28]=4)[C:23]#[N:24])[CH:3]=3)=[C:7]2[CH:14]=[CH:13]1. The yield is 0.920. (2) The reactants are Br[C:2]1[CH:3]=[C:4]([C:8]2([C:18]3[CH:23]=[CH:22][C:21]([O:24][CH3:25])=[C:20]([Cl:26])[CH:19]=3)[C:16]3[C:11](=[N:12][CH:13]=[CH:14][CH:15]=3)[C:10]([NH2:17])=[N:9]2)[CH:5]=[CH:6][CH:7]=1.C([Sn](CCCC)(CCCC)[C:32]1[CH:37]=[N:36][CH:35]=[CH:34][N:33]=1)CCC. The catalyst is C1C=CC([P]([Pd]([P](C2C=CC=CC=2)(C2C=CC=CC=2)C2C=CC=CC=2)([P](C2C=CC=CC=2)(C2C=CC=CC=2)C2C=CC=CC=2)[P](C2C=CC=CC=2)(C2C=CC=CC=2)C2C=CC=CC=2)(C2C=CC=CC=2)C2C=CC=CC=2)=CC=1.CN(C=O)C. The product is [Cl:26][C:20]1[CH:19]=[C:18]([C:8]2([C:4]3[CH:5]=[CH:6][CH:7]=[C:2]([C:32]4[CH:37]=[N:36][CH:35]=[CH:34][N:33]=4)[CH:3]=3)[C:16]3[C:11](=[N:12][CH:13]=[CH:14][CH:15]=3)[C:10]([NH2:17])=[N:9]2)[CH:23]=[CH:22][C:21]=1[O:24][CH3:25]. The yield is 0.280. (3) The reactants are C[O:2][C:3]1[CH:8]=[CH:7][C:6]([C:9]([CH3:15])([CH3:14])[C:10]([F:13])([F:12])[F:11])=[CH:5][CH:4]=1.B(Br)(Br)Br. The catalyst is ClCCl. The product is [F:11][C:10]([F:12])([F:13])[C:9]([C:6]1[CH:7]=[CH:8][C:3]([OH:2])=[CH:4][CH:5]=1)([CH3:15])[CH3:14]. The yield is 0.970. (4) The reactants are [Si:1]([O:8][C@@H:9]1[CH2:13][CH2:12][NH:11][CH2:10]1)([C:4]([CH3:7])([CH3:6])[CH3:5])([CH3:3])[CH3:2].[F:14][C:15]1[CH:23]=[CH:22][C:21]([CH:24]=[O:25])=[CH:20][C:16]=1[C:17](O)=[O:18].F[P-](F)(F)(F)(F)F.N1(OC(N(C)C)=[N+](C)C)C2C=CC=CC=2N=N1.C(N(CC)C(C)C)(C)C. No catalyst specified. The product is [Si:1]([O:8][C@@H:9]1[CH2:13][CH2:12][N:11]([C:17]([C:16]2[CH:20]=[C:21]([CH:22]=[CH:23][C:15]=2[F:14])[CH:24]=[O:25])=[O:18])[CH2:10]1)([C:4]([CH3:7])([CH3:6])[CH3:5])([CH3:3])[CH3:2]. The yield is 0.720. (5) The reactants are [CH2:1]([O:8][C:9]1[CH:16]=[CH:15][C:12]([CH:13]=O)=[CH:11][CH:10]=1)[C:2]1[CH:7]=[CH:6][CH:5]=[CH:4][CH:3]=1.[C:17]([NH:21][OH:22])([CH3:20])([CH3:19])[CH3:18].O.C1(C)C=CC(S(O)(=O)=O)=CC=1. The catalyst is C1C=CC=CC=1. The product is [CH2:1]([O:8][C:9]1[CH:16]=[CH:15][C:12]([CH:13]=[N+:21]([C:17]([CH3:20])([CH3:19])[CH3:18])[O-:22])=[CH:11][CH:10]=1)[C:2]1[CH:7]=[CH:6][CH:5]=[CH:4][CH:3]=1. The yield is 0.893. (6) The reactants are [Cl:1][C:2]1[N:3]=[C:4](Cl)[C:5]2[CH2:10][CH2:9][CH:8]([C:11]3[CH:16]=[CH:15][C:14]([F:17])=[CH:13][CH:12]=3)[C:6]=2[N:7]=1.[N:19]1([C:25]([O:27][C:28]([CH3:31])([CH3:30])[CH3:29])=[O:26])[CH2:24][CH2:23][NH:22][CH2:21][CH2:20]1. No catalyst specified. The product is [Cl:1][C:2]1[N:3]=[C:4]([N:22]2[CH2:21][CH2:20][N:19]([C:25]([O:27][C:28]([CH3:31])([CH3:30])[CH3:29])=[O:26])[CH2:24][CH2:23]2)[C:5]2[CH2:10][CH2:9][CH:8]([C:11]3[CH:16]=[CH:15][C:14]([F:17])=[CH:13][CH:12]=3)[C:6]=2[N:7]=1. The yield is 0.760. (7) The reactants are [CH3:1][N:2]([CH3:20])[C:3]([C:5]1[N:14]([CH:15]2[CH2:19][CH2:18][CH2:17][CH2:16]2)[C:8]2[N:9]=[C:10](Cl)[N:11]=[CH:12][C:7]=2[CH:6]=1)=[O:4].C(OC([N:28]1[CH2:33][CH2:32][N:31]([C:34]2[CH:39]=[N:38][C:37]([NH2:40])=[CH:36][N:35]=2)[CH2:30][CH2:29]1)=O)(C)(C)C. The yield is 0.450. The product is [CH3:1][N:2]([CH3:20])[C:3]([C:5]1[N:14]([CH:15]2[CH2:19][CH2:18][CH2:17][CH2:16]2)[C:8]2[N:9]=[C:10]([NH:40][C:37]3[N:38]=[CH:39][C:34]([N:31]4[CH2:30][CH2:29][NH:28][CH2:33][CH2:32]4)=[N:35][CH:36]=3)[N:11]=[CH:12][C:7]=2[CH:6]=1)=[O:4]. No catalyst specified.